This data is from Forward reaction prediction with 1.9M reactions from USPTO patents (1976-2016). The task is: Predict the product of the given reaction. (1) Given the reactants [CH3:1][C:2]1([CH3:12])[N:7]([O])[C:6]([CH3:10])([CH3:9])[CH2:5][CH:4]([OH:11])[CH2:3]1.[H-].[Na+].Cl[C:16]1[N:21]=[C:20]([N:22]([CH:34]2[CH2:39][C:38]([CH3:41])([CH3:40])[N:37]([OH:42])[C:36]([CH3:44])([CH3:43])[CH2:35]2)[CH:23]2[CH2:28][C:27]([CH3:30])([CH3:29])[N:26]([OH:31])[C:25]([CH3:33])([CH3:32])[CH2:24]2)[N:19]=[C:18]([N:45]([CH:57]2[CH2:62][C:61]([CH3:64])([CH3:63])[N:60]([OH:65])[C:59]([CH3:67])([CH3:66])[CH2:58]2)[CH:46]2[CH2:51][C:50]([CH3:53])([CH3:52])[N:49]([OH:54])[C:48]([CH3:56])([CH3:55])[CH2:47]2)[N:17]=1.[O:68]1CCCC1, predict the reaction product. The product is: [CH3:44][C:36]1([CH3:43])[CH2:35][CH:34]([N:22]([CH:23]2[CH2:24][C:25]([CH3:32])([CH3:33])[N:26]([OH:31])[C:27]([CH3:29])([CH3:30])[CH2:28]2)[C:20]2[N:19]=[C:18]([N:45]([CH:46]3[CH2:51][C:50]([CH3:52])([CH3:53])[N:49]([OH:54])[C:48]([CH3:55])([CH3:56])[CH2:47]3)[CH:57]3[CH2:62][C:61]([CH3:64])([CH3:63])[N:60]([OH:65])[C:59]([CH3:66])([CH3:67])[CH2:58]3)[N:17]=[C:16]([O:11][CH:4]3[CH2:3][C:2]([CH3:12])([CH3:1])[N:7]([OH:68])[C:6]([CH3:10])([CH3:9])[CH2:5]3)[N:21]=2)[CH2:39][C:38]([CH3:41])([CH3:40])[N:37]1[OH:42]. (2) Given the reactants [CH3:1][C:2]([CH3:19])([CH3:18])[C:3]([NH:5][C:6]1[CH:7]=[N:8][C:9]([N:12]2[CH2:17][CH2:16][O:15][CH2:14][CH2:13]2)=[CH:10][CH:11]=1)=[O:4].CN(C)CCN(C)C.C([Li])CCC.[I:33]I.C(=O)=O.O.O.O.O.O.S([O-])([O-])(=O)=S.[Na+].[Na+], predict the reaction product. The product is: [I:33][C:11]1[CH:10]=[C:9]([N:12]2[CH2:17][CH2:16][O:15][CH2:14][CH2:13]2)[N:8]=[CH:7][C:6]=1[NH:5][C:3](=[O:4])[C:2]([CH3:19])([CH3:18])[CH3:1]. (3) Given the reactants [Cl:1][C:2]1[CH:7]=[C:6]([F:8])[CH:5]=[C:4]([CH3:9])[C:3]=1[NH:10][C:11]1[CH:16]=[CH:15][C:14]([CH3:17])=[CH:13][CH:12]=1.[Cl:18][CH2:19][C:20](Cl)=[O:21].C(=O)([O-])[O-].[Na+].[Na+], predict the reaction product. The product is: [Cl:1][C:2]1[CH:7]=[C:6]([F:8])[CH:5]=[C:4]([CH3:9])[C:3]=1[N:10]([C:20](=[O:21])[CH2:19][Cl:18])[C:11]1[CH:16]=[CH:15][C:14]([CH3:17])=[CH:13][CH:12]=1. (4) Given the reactants [F:1][C:2]1[CH:3]=[C:4]2[C:8](=[CH:9][CH:10]=1)[NH:7][C:6](=[O:11])[C:5]2=[N:12][N:13]=[CH:14][C:15]1[NH:19][C:18]([CH3:20])=[C:17]([C:21]([NH:23][CH2:24][CH2:25][CH2:26][CH2:27][CH2:28][C:29](O)=[O:30])=[O:22])[C:16]=1[CH3:32].Cl.C(N=C=NCCCN(C)C)C.OC1C2N=NNC=2C=CC=1.C(N(CC)CC)C.[Cl:62][C:63]1[CH:68]=[CH:67][C:66]([NH2:69])=[C:65]([NH2:70])[CH:64]=1, predict the reaction product. The product is: [F:1][C:2]1[CH:3]=[C:4]2[C:8](=[CH:9][CH:10]=1)[NH:7][C:6](=[O:11])[C:5]2=[N:12][N:13]=[CH:14][C:15]1[NH:19][C:18]([CH3:20])=[C:17]([C:21]([NH:23][CH2:24][CH2:25][CH2:26][CH2:27][CH2:28][C:29]([NH:69][C:66]2[CH:67]=[CH:68][C:63]([Cl:62])=[CH:64][C:65]=2[NH2:70])=[O:30])=[O:22])[C:16]=1[CH3:32]. (5) Given the reactants [CH:1]1[CH:6]=[C:5]2[C:7]([N:9]([C@H:15]3[CH:20]4[CH2:21][CH2:22][N:17]([CH2:18][CH2:19]4)[CH2:16]3)[CH2:10][C@H:11]3[CH2:12][CH2:13][CH2:14][C:3](=[C:4]23)[CH:2]=1)=[O:8].[ClH:23].BrBr, predict the reaction product. The product is: [CH:1]1[CH:6]=[C:5]2[C:7]([N:9]([C@H:15]3[CH:20]4[CH2:21][CH2:22][N:17]([CH2:18][CH2:19]4)[CH2:16]3)[CH2:10][C@H:11]3[CH2:12][CH2:13][CH2:14][C:3](=[C:4]23)[CH:2]=1)=[O:8].[ClH:23].